This data is from Reaction yield outcomes from USPTO patents with 853,638 reactions. The task is: Predict the reaction yield, written as a fraction of the theoretical maximum amount of product (1.0 means a 100% yield; for example, 0.34 means a 34% yield). (1) The reactants are [Cl:1][C:2]1[CH:3]=[C:4]2[C:9](=[CH:10][CH:11]=1)[N:8]=[C:7]([CH3:12])[C:6]([C:13](=[O:15])[CH3:14])=[C:5]2[C:16]1[CH:21]=[CH:20][CH:19]=[CH:18][CH:17]=1.[BH4-].[Na+]. The catalyst is CO. The product is [Cl:1][C:2]1[CH:3]=[C:4]2[C:9](=[CH:10][CH:11]=1)[N:8]=[C:7]([CH3:12])[C:6]([CH:13]([OH:15])[CH3:14])=[C:5]2[C:16]1[CH:21]=[CH:20][CH:19]=[CH:18][CH:17]=1. The yield is 0.830. (2) The reactants are [OH:1][C@@:2]([C:33]1[CH:42]=[CH:41][C:40]2[C:35](=[CH:36][CH:37]=[C:38]([C:43]([NH:45][CH3:46])=[O:44])[CH:39]=2)[CH:34]=1)([C:9]1[N:10]=[CH:11][N:12]([C:14]([C:27]2[CH:32]=[CH:31][CH:30]=[CH:29][CH:28]=2)([C:21]2[CH:26]=[CH:25][CH:24]=[CH:23][CH:22]=2)[C:15]2[CH:20]=[CH:19][CH:18]=[CH:17][CH:16]=2)[CH:13]=1)[CH2:3][C:4](OCC)=[O:5].[BH4-].[Na+].[Cl-].[Ca+2].[Cl-].Cl. The catalyst is C(OCC)(=O)C.O.C(O)C.C1COCC1. The product is [OH:1][C@@:2]([C:33]1[CH:34]=[C:35]2[C:40](=[CH:41][CH:42]=1)[CH:39]=[C:38]([C:43]([NH:45][CH3:46])=[O:44])[CH:37]=[CH:36]2)([C:9]1[N:10]=[CH:11][N:12]([C:14]([C:21]2[CH:26]=[CH:25][CH:24]=[CH:23][CH:22]=2)([C:27]2[CH:28]=[CH:29][CH:30]=[CH:31][CH:32]=2)[C:15]2[CH:20]=[CH:19][CH:18]=[CH:17][CH:16]=2)[CH:13]=1)[CH2:3][CH2:4][OH:5]. The yield is 0.890. (3) The product is [CH:7]([C:4]1[S:5][CH:6]=[C:2]([C:15]2[CH:16]=[C:11]([CH:12]=[CH:13][CH:14]=2)[C:9]#[N:10])[CH:3]=1)=[O:8]. The yield is 0.600. No catalyst specified. The reactants are Br[C:2]1[CH:3]=[C:4]([CH:7]=[O:8])[S:5][CH:6]=1.[C:9]([C:11]1[CH:12]=[C:13](B(O)O)[CH:14]=[CH:15][CH:16]=1)#[N:10].